From a dataset of Forward reaction prediction with 1.9M reactions from USPTO patents (1976-2016). Predict the product of the given reaction. Given the reactants [NH2:1][C:2]1[N:7]=[CH:6][C:5]([C:8]2[N:17]=[C:16]([NH:18][CH2:19][CH:20]([C:27]3[CH:32]=[CH:31][CH:30]=[CH:29][CH:28]=3)[C:21]3[CH:26]=[CH:25][CH:24]=[CH:23][CH:22]=3)[C:15]3[C:10](=[CH:11][CH:12]=[CH:13][CH:14]=3)[N:9]=2)=[CH:4][CH:3]=1.[CH3:33][S:34](Cl)(=[O:36])=[O:35], predict the reaction product. The product is: [C:27]1([CH:20]([C:21]2[CH:22]=[CH:23][CH:24]=[CH:25][CH:26]=2)[CH2:19][NH:18][C:16]2[C:15]3[C:10](=[CH:11][CH:12]=[CH:13][CH:14]=3)[N:9]=[C:8]([C:5]3[CH:4]=[CH:3][C:2]([NH:1][S:34]([CH3:33])(=[O:36])=[O:35])=[N:7][CH:6]=3)[N:17]=2)[CH:32]=[CH:31][CH:30]=[CH:29][CH:28]=1.